This data is from Forward reaction prediction with 1.9M reactions from USPTO patents (1976-2016). The task is: Predict the product of the given reaction. (1) Given the reactants N1C2C=CC=CC=2N=C1C1CCN(CCC2OC(=O)C(CC)(CC)C2)CC1.[N:28]1([C:34]2[CH:41]=[CH:40][C:37]([C:38]#[N:39])=[CH:36][N:35]=2)[CH2:33][CH2:32][NH:31][CH2:30][CH2:29]1.N1(C2C=CC=CC=2C#N)CCNCC1.CC1C=CC(S(O[CH2:67][CH2:68][CH:69]2[CH2:73][C:72]3([CH2:78][CH2:77][CH2:76][CH2:75][CH2:74]3)[C:71](=[O:79])[O:70]2)(=O)=O)=CC=1.CC1C=CC(S(OCCC2CC(CC)(CC)C(=O)O2)(=O)=O)=CC=1, predict the reaction product. The product is: [O:79]=[C:71]1[C:72]2([CH2:78][CH2:77][CH2:76][CH2:75][CH2:74]2)[CH2:73][CH:69]([CH2:68][CH2:67][N:31]2[CH2:30][CH2:29][N:28]([C:34]3[CH:41]=[CH:40][C:37]([C:38]#[N:39])=[CH:36][N:35]=3)[CH2:33][CH2:32]2)[O:70]1. (2) Given the reactants [NH2:1][C:2]1[N:6]([C:7]2[CH:12]=[CH:11][CH:10]=[CH:9][CH:8]=2)[N:5]=[CH:4][C:3]=1[C:13]([NH2:15])=[O:14].Cl.[CH3:17][N:18]([CH3:25])[CH2:19][CH2:20][CH2:21][C:22](O)=O.N, predict the reaction product. The product is: [CH3:17][N:18]([CH3:25])[CH2:19][CH2:20][CH2:21][C:22]1[NH:15][C:13](=[O:14])[C:3]2[CH:4]=[N:5][N:6]([C:7]3[CH:12]=[CH:11][CH:10]=[CH:9][CH:8]=3)[C:2]=2[N:1]=1. (3) Given the reactants O.O.O.[C:4]([O-:11])(=[O:10])[CH2:5][CH2:6][C:7]([O-:9])=[O:8].[Ca+2:12].[OH-].[Ca+2].[OH-], predict the reaction product. The product is: [OH2:8].[C:4]([O-:11])(=[O:10])[CH2:5][CH2:6][C:7]([O-:9])=[O:8].[Ca+2:12]. (4) The product is: [C:21]([NH:25][C:2]1[N:11]([CH2:12][CH2:13][CH2:14][S:15]([CH3:18])(=[O:17])=[O:16])[C:10](=[O:19])[C:9]2[C:4](=[C:5]([I:20])[CH:6]=[CH:7][CH:8]=2)[N:3]=1)([CH3:24])([CH3:23])[CH3:22]. Given the reactants Cl[C:2]1[N:11]([CH2:12][CH2:13][CH2:14][S:15]([CH3:18])(=[O:17])=[O:16])[C:10](=[O:19])[C:9]2[C:4](=[C:5]([I:20])[CH:6]=[CH:7][CH:8]=2)[N:3]=1.[C:21]([NH2:25])([CH3:24])([CH3:23])[CH3:22], predict the reaction product. (5) Given the reactants Cl[C:2]1[N:11]=[C:10]2[C:5]([C:6](=[O:28])[C:7]([C:23]([O:25][CH2:26][CH3:27])=[O:24])=[CH:8][N:9]2[CH2:12][C:13]2[CH:18]=[CH:17][C:16]([O:19][CH3:20])=[CH:15][C:14]=2[O:21][CH3:22])=[CH:4][C:3]=1[F:29].[C@H:30]12[CH2:36][C@H:33]([NH:34][CH2:35]1)[CH2:32][N:31]2[C:37]([O:39][C:40]([CH3:43])([CH3:42])[CH3:41])=[O:38].C(N(C(C)C)CC)(C)C, predict the reaction product. The product is: [C:40]([O:39][C:37]([N:31]1[CH2:32][C@@H:33]2[CH2:36][C@H:30]1[CH2:35][N:34]2[C:2]1[N:11]=[C:10]2[C:5]([C:6](=[O:28])[C:7]([C:23]([O:25][CH2:26][CH3:27])=[O:24])=[CH:8][N:9]2[CH2:12][C:13]2[CH:18]=[CH:17][C:16]([O:19][CH3:20])=[CH:15][C:14]=2[O:21][CH3:22])=[CH:4][C:3]=1[F:29])=[O:38])([CH3:43])([CH3:41])[CH3:42]. (6) The product is: [C:36]([N:19]([C@@H:20]1[C@H:24]([OH:25])[C@@H:23]([CH2:26][OH:27])[O:22][C@H:21]1[N:28]1[CH:35]=[CH:34][C:32](=[O:33])[NH:31][C:29]1=[O:30])[C:6](=[O:60])[CH2:5][CH2:4][NH2:13])([O:38][CH2:39][CH:40]1[C:52]2[C:47](=[CH:48][CH:49]=[CH:50][CH:51]=2)[C:46]2[C:41]1=[CH:42][CH:43]=[CH:44][CH:45]=2)=[O:37]. Given the reactants CCO[CH:4]1[N:13](C(OCC)=O)C2C(=CC=CC=2)[CH:6]=[CH:5]1.[NH2:19][C@@H:20]1[C@H:24]([OH:25])[C@@H:23]([CH2:26][OH:27])[O:22][C@H:21]1[N:28]1[CH:35]=[CH:34][C:32](=[O:33])[NH:31][C:29]1=[O:30].[C:36](NCCC(O)=O)([O:38][CH2:39][CH:40]1[C:52]2[C:47](=[CH:48][CH:49]=[CH:50][CH:51]=2)[C:46]2[C:41]1=[CH:42][CH:43]=[CH:44][CH:45]=2)=[O:37].C[OH:60], predict the reaction product. (7) Given the reactants Cl.[CH:2]([N:5]1[C:9]([C:10]2[N:19]=[C:18]3[N:12]([CH2:13][CH2:14][O:15][C:16]4[CH:23]=[C:22]([CH:24]5[CH2:29][CH2:28][NH:27][CH2:26][CH2:25]5)[CH:21]=[CH:20][C:17]=43)[CH:11]=2)=[N:8][C:7]([CH3:30])=[N:6]1)([CH3:4])[CH3:3].[CH3:31][N:32]([CH3:37])[C:33](=[O:36])[CH2:34]Cl, predict the reaction product. The product is: [CH:2]([N:5]1[C:9]([C:10]2[N:19]=[C:18]3[C:17]4[CH:20]=[CH:21][C:22]([CH:24]5[CH2:29][CH2:28][N:27]([CH2:34][C:33]([N:32]([CH3:37])[CH3:31])=[O:36])[CH2:26][CH2:25]5)=[CH:23][C:16]=4[O:15][CH2:14][CH2:13][N:12]3[CH:11]=2)=[N:8][C:7]([CH3:30])=[N:6]1)([CH3:4])[CH3:3].